This data is from Full USPTO retrosynthesis dataset with 1.9M reactions from patents (1976-2016). The task is: Predict the reactants needed to synthesize the given product. (1) Given the product [CH2:41]([C@H:40]([NH:48][C:28]([C:26]1[S:27][C:23]([S:20]([CH3:19])(=[O:21])=[O:22])=[CH:24][CH:25]=1)=[O:30])[C@@H:39]([OH:49])[CH2:38][C@H:37]([C:36](=[O:51])[NH:35][CH2:34][CH2:33][C:32]([CH3:31])([CH3:52])[CH3:53])[CH3:50])[C:42]1[CH:47]=[CH:46][CH:45]=[CH:44][CH:43]=1, predict the reactants needed to synthesize it. The reactants are: ON1C2C=CC=CC=2N=N1.ClCCl.CN(C=O)C.[CH3:19][S:20]([C:23]1[S:27][C:26]([C:28]([OH:30])=O)=[CH:25][CH:24]=1)(=[O:22])=[O:21].[CH3:31][C:32]([CH3:53])([CH3:52])[CH2:33][CH2:34][NH:35][C:36](=[O:51])[C@H:37]([CH3:50])[CH2:38][C@H:39]([OH:49])[C@@H:40]([NH2:48])[CH2:41][C:42]1[CH:47]=[CH:46][CH:45]=[CH:44][CH:43]=1. (2) Given the product [C:26]([NH:25][C:23]([C:22]1[C:16]2[C:17](=[N:18][CH:19]=[C:14]([C:10]3[CH:11]=[CH:12][CH:13]=[C:8]([NH:7][C:5](=[O:6])[CH:4]=[CH:3][CH2:2][N:39]([CH3:40])[CH3:38])[CH:9]=3)[N:15]=2)[N:20]([CH2:30][O:31][CH2:32][CH2:33][Si:34]([CH3:37])([CH3:36])[CH3:35])[CH:21]=1)=[O:24])([CH3:29])([CH3:28])[CH3:27], predict the reactants needed to synthesize it. The reactants are: Br[CH2:2][CH:3]=[CH:4][C:5]([NH:7][C:8]1[CH:9]=[C:10]([C:14]2[N:15]=[C:16]3[C:22]([C:23]([NH:25][C:26]([CH3:29])([CH3:28])[CH3:27])=[O:24])=[CH:21][N:20]([CH2:30][O:31][CH2:32][CH2:33][Si:34]([CH3:37])([CH3:36])[CH3:35])[C:17]3=[N:18][CH:19]=2)[CH:11]=[CH:12][CH:13]=1)=[O:6].[CH3:38][NH:39][CH3:40].O. (3) Given the product [ClH:1].[O:45]=[S:24]1(=[O:23])[CH:29]([CH2:30][CH2:31][CH2:32][NH:33][CH3:34])[S:28][C:27]2[CH:35]=[CH:36][CH:37]=[CH:38][C:26]=2[N:25]1[C:39]1[CH:44]=[CH:43][CH:42]=[CH:41][CH:40]=1, predict the reactants needed to synthesize it. The reactants are: [Cl:1]CCCC1SC2C=CC=CC=2N(C2C=CC=CC=2)S1(=O)=O.[O:23]=[S:24]1(=[O:45])[CH:29]([CH2:30][CH2:31][CH2:32][NH:33][CH3:34])[S:28][C:27]2[CH:35]=[CH:36][CH:37]=[CH:38][C:26]=2[N:25]1[C:39]1[CH:44]=[CH:43][CH:42]=[CH:41][CH:40]=1.[I-].[K+]. (4) Given the product [Cl:8][C:6]1[CH:7]=[C:2]([NH:1][C:23](=[O:24])[O:22][CH3:21])[CH:3]=[C:4]([Cl:20])[C:5]=1[C:9]([N:11]1[C:19]2[CH:18]=[CH:17][N:16]=[CH:15][C:14]=2[CH:13]=[CH:12]1)=[O:10], predict the reactants needed to synthesize it. The reactants are: [NH2:1][C:2]1[CH:7]=[C:6]([Cl:8])[C:5]([C:9]([N:11]2[C:19]3[CH:18]=[CH:17][N:16]=[CH:15][C:14]=3[CH:13]=[CH:12]2)=[O:10])=[C:4]([Cl:20])[CH:3]=1.[CH3:21][O:22][C:23](Cl)=[O:24].COC(=O)NC1C2C=CN(C(=O)C3C(Cl)=CC=CC=3Cl)C=2C=CN=1. (5) Given the product [C:28]([C:25]1[CH:26]=[CH:27][C:22]([O:21][CH2:20][C:18]2[N:19]=[C:14]([S:1][C:2]3[CH:3]=[C:4]([CH:8]=[CH:9][CH:10]=3)[C:5]([OH:7])=[O:6])[CH:15]=[CH:16][CH:17]=2)=[C:23]([CH2:32][CH2:33][CH3:34])[C:24]=1[OH:31])(=[O:30])[CH3:29], predict the reactants needed to synthesize it. The reactants are: [SH:1][C:2]1[CH:3]=[C:4]([CH:8]=[CH:9][CH:10]=1)[C:5]([OH:7])=[O:6].[H-].[Na+].Br[C:14]1[N:19]=[C:18]([CH2:20][O:21][C:22]2[CH:27]=[CH:26][C:25]([C:28](=[O:30])[CH3:29])=[C:24]([OH:31])[C:23]=2[CH2:32][CH2:33][CH3:34])[CH:17]=[CH:16][CH:15]=1.C(OCC)C.